From a dataset of Catalyst prediction with 721,799 reactions and 888 catalyst types from USPTO. Predict which catalyst facilitates the given reaction. Reactant: [CH3:1][C:2]1[CH:3]=[CH:4][C:5]2[N:6]([C:8]([CH2:18][C:19](O)=[O:20])=[C:9]([C:11]3[CH:16]=[CH:15][C:14]([CH3:17])=[CH:13][CH:12]=3)[N:10]=2)[CH:7]=1. Product: [CH3:1][C:2]1[CH:3]=[CH:4][C:5]2[N:6]([C:8]([CH2:18][CH2:19][OH:20])=[C:9]([C:11]3[CH:16]=[CH:15][C:14]([CH3:17])=[CH:13][CH:12]=3)[N:10]=2)[CH:7]=1. The catalyst class is: 1.